Dataset: Reaction yield outcomes from USPTO patents with 853,638 reactions. Task: Predict the reaction yield, written as a fraction of the theoretical maximum amount of product (1.0 means a 100% yield; for example, 0.34 means a 34% yield). (1) The reactants are [CH3:1][C:2]1([CH3:10])[CH2:8][C:7](=O)[O:6][C:4](=[O:5])[CH2:3]1.[H-].[Al+3].[Li+].[H-].[H-].[H-].O.[OH-].[Na+]. The catalyst is C1COCC1. The product is [CH3:1][C:2]([CH3:10])([CH2:8][CH2:7][OH:6])[CH2:3][CH2:4][OH:5]. The yield is 1.00. (2) The catalyst is O. The product is [CH3:28][O:27][C:17]1[C:15]2[N:16]=[C:12]([C:10]3[NH:41][C:7]([C:6]4[S:5][C:4]5[CH:30]=[CH:31][CH:32]=[CH:33][C:3]=5[C:2]=4[CH3:1])=[CH:8][N:9]=3)[S:13][C:14]=2[C:20]([N:21]2[CH2:22][CH2:23][O:24][CH2:25][CH2:26]2)=[CH:19][CH:18]=1. The yield is 0.510. The reactants are [CH3:1][C:2]1[C:3]2[CH:33]=[CH:32][CH:31]=[CH:30][C:4]=2[S:5][C:6]=1[C:7](=O)[CH2:8][NH:9][C:10]([C:12]1[S:13][C:14]2[C:20]([N:21]3[CH2:26][CH2:25][O:24][CH2:23][CH2:22]3)=[CH:19][CH:18]=[C:17]([O:27][CH3:28])[C:15]=2[N:16]=1)=O.FC(F)(F)C([O-])=O.[NH4+:41]. (3) The reactants are [Cl:1][C:2]1[CH:3]=[C:4]([NH:9][CH2:10][C:11]([N:13]2[CH2:18][CH2:17][CH2:16][C@@H:15]([N:19]([CH3:39])[C:20]3[C:21]4[CH:28]=[CH:27][N:26](S(C5C=CC(C)=CC=5)(=O)=O)[C:22]=4[N:23]=[CH:24][N:25]=3)[CH2:14]2)=[O:12])[CH:5]=[C:6]([Cl:8])[CH:7]=1.O.C([O-])([O-])=O.[K+].[K+]. The catalyst is CO.CCOC(C)=O. The product is [Cl:8][C:6]1[CH:5]=[C:4]([NH:9][CH2:10][C:11]([N:13]2[CH2:18][CH2:17][CH2:16][C@@H:15]([N:19]([CH3:39])[C:20]3[C:21]4[CH:28]=[CH:27][NH:26][C:22]=4[N:23]=[CH:24][N:25]=3)[CH2:14]2)=[O:12])[CH:3]=[C:2]([Cl:1])[CH:7]=1. The yield is 0.500. (4) The reactants are Br[C:2]1[CH:15]=[CH:14][CH:13]=[C:12]([F:16])[C:3]=1[O:4][Si:5]([C:8]([CH3:11])([CH3:10])[CH3:9])([CH3:7])[CH3:6].[Br-].[CH:18]1([Zn+])[CH2:21][CH2:20][CH2:19]1. The catalyst is CC(C)([P](C(C)(C)C)([Pd][P](C(C)(C)C)(C(C)(C)C)C(C)(C)C)C(C)(C)C)C.C1COCC1. The product is [CH:18]1([C:2]2[CH:15]=[CH:14][CH:13]=[C:12]([F:16])[C:3]=2[O:4][Si:5]([C:8]([CH3:11])([CH3:10])[CH3:9])([CH3:7])[CH3:6])[CH2:21][CH2:20][CH2:19]1. The yield is 0.980. (5) The reactants are NC1N=CC(N2CCN(C(OC(C)(C)C)=O)CC2)=CC=1.[CH3:21][C@@H:22]1[N:27]([C:28]2[CH:29]=[N:30][C:31]([N+:34]([O-])=O)=[CH:32][CH:33]=2)[CH2:26][CH2:25][N:24]([C:37]([O:39][C:40]([CH3:43])([CH3:42])[CH3:41])=[O:38])[CH2:23]1. No catalyst specified. The product is [NH2:34][C:31]1[N:30]=[CH:29][C:28]([N:27]2[CH2:26][CH2:25][N:24]([C:37]([O:39][C:40]([CH3:43])([CH3:42])[CH3:41])=[O:38])[CH2:23][C@@H:22]2[CH3:21])=[CH:33][CH:32]=1. The yield is 0.930.